From a dataset of Full USPTO retrosynthesis dataset with 1.9M reactions from patents (1976-2016). Predict the reactants needed to synthesize the given product. (1) Given the product [C:13]([N:21]1[CH2:38][CH2:37][C:25]2[N:26]3[C:35]4[C:30](=[CH:31][CH:32]=[CH:33][C:34]=4[C:24]=2[CH2:23][CH2:22]1)[CH:29]([O:36][C:39]1[CH:44]=[CH:43][CH:42]=[CH:41][CH:40]=1)[CH2:28][CH2:27]3)(=[O:20])[C:14]1[CH:19]=[CH:18][CH:17]=[CH:16][CH:15]=1, predict the reactants needed to synthesize it. The reactants are: N(C(N(C)C)=O)=NC(N(C)C)=O.[C:13]([N:21]1[CH2:38][CH2:37][CH:25]2[N:26]3[C:35]4[C:30](=[CH:31][CH:32]=[CH:33][C:34]=4[CH:24]2[CH2:23][CH2:22]1)[CH:29]([OH:36])[CH2:28][CH2:27]3)(=[O:20])[C:14]1[CH:19]=[CH:18][CH:17]=[CH:16][CH:15]=1.[C:39]1(O)[CH:44]=[CH:43][CH:42]=[CH:41][CH:40]=1.C(P(CCCC)CCCC)CCC. (2) Given the product [ClH:43].[CH2:16]([O:15][C:13]1[CH:12]=[CH:11][C:10]2[N:23]=[C:24]([CH2:25][O:26][C:27]3[CH:28]=[CH:29][C:30]([CH2:33][CH:34]4[S:38][C:37](=[O:39])[NH:36][C:35]4=[O:40])=[CH:31][CH:32]=3)[N:7]([CH3:8])[C:9]=2[CH:14]=1)[C:17]1[CH:22]=[CH:21][CH:20]=[CH:19][CH:18]=1, predict the reactants needed to synthesize it. The reactants are: C(OC(=O)[N:7]([C:9]1[CH:14]=[C:13]([O:15][CH2:16][C:17]2[CH:22]=[CH:21][CH:20]=[CH:19][CH:18]=2)[CH:12]=[CH:11][C:10]=1[NH:23][C:24](=O)[CH2:25][O:26][C:27]1[CH:32]=[CH:31][C:30]([CH2:33][CH:34]2[S:38][C:37](=[O:39])[NH:36][C:35]2=[O:40])=[CH:29][CH:28]=1)[CH3:8])(C)(C)C.[ClH:43]. (3) Given the product [CH3:13][O:8][C:7](=[O:9])[C:6]1[CH:10]=[CH:11][C:3]([C:1]#[N:2])=[N:4][CH:5]=1, predict the reactants needed to synthesize it. The reactants are: [C:1]([C:3]1[CH:11]=[CH:10][C:6]([C:7]([OH:9])=[O:8])=[CH:5][N:4]=1)#[N:2].O.[CH3:13]O. (4) Given the product [CH3:1][C@H:2]1[C@@H:11]([OH:12])[CH2:10][CH2:9][C:4]2([O:5][CH2:6][CH2:7][O:8]2)[CH2:3]1, predict the reactants needed to synthesize it. The reactants are: [CH3:1][CH:2]1[C:11](=[O:12])[CH2:10][CH2:9][C:4]2([O:8][CH2:7][CH2:6][O:5]2)[CH2:3]1.CCC(C)[BH-](C(C)CC)C(C)CC.[K+].[OH-].[Na+].OO. (5) Given the product [S:16]([O:22][C:23]1[CH:19]=[CH:20][CH:21]=[CH:13][N:10]=1)([O:1][C:2]1[CH:7]=[CH:6][CH:5]=[CH:4][N:3]=1)=[O:15], predict the reactants needed to synthesize it. The reactants are: [OH:1][C:2]1[CH:7]=[CH:6][CH:5]=[CH:4][N:3]=1.CC[N:10]([CH2:13]C)CC.[O:15]=[S:16](Cl)Cl.[CH2:19]1[CH2:23][O:22][CH2:21][CH2:20]1. (6) Given the product [Cl:1][C:2]1[N:3]=[C:4]([C:16]2[CH:21]=[CH:20][C:19]([Cl:22])=[CH:18][CH:17]=2)[C:5]([C:9]2[CH:14]=[CH:13][C:12]([Cl:15])=[CH:11][CH:10]=2)=[C:6]([NH:24][NH2:25])[N:7]=1, predict the reactants needed to synthesize it. The reactants are: [Cl:1][C:2]1[N:7]=[C:6](Cl)[C:5]([C:9]2[CH:14]=[CH:13][C:12]([Cl:15])=[CH:11][CH:10]=2)=[C:4]([C:16]2[CH:21]=[CH:20][C:19]([Cl:22])=[CH:18][CH:17]=2)[N:3]=1.O.[NH2:24][NH2:25]. (7) Given the product [CH2:1]([O:3][C:4](=[O:23])[CH2:5][C:6]1[CH:7]=[N:8][CH:9]=[C:10]([C:12]2[CH:17]=[CH:16][C:15]([F:18])=[CH:14][C:13]=2[CH2:19][N:20]([C:27]([CH:24]2[CH2:26][CH2:25]2)=[O:28])[CH2:21][CH3:22])[CH:11]=1)[CH3:2], predict the reactants needed to synthesize it. The reactants are: [CH2:1]([O:3][C:4](=[O:23])[CH2:5][C:6]1[CH:7]=[N:8][CH:9]=[C:10]([C:12]2[CH:17]=[CH:16][C:15]([F:18])=[CH:14][C:13]=2[CH2:19][NH:20][CH2:21][CH3:22])[CH:11]=1)[CH3:2].[CH:24]1([C:27](O)=[O:28])[CH2:26][CH2:25]1. (8) Given the product [C:15]([O:14][C:12]([N:1]1[CH2:6][CH2:5][CH2:4][CH:3]([C:7]([OH:9])=[O:8])[CH2:2]1)=[O:13])([CH3:18])([CH3:17])[CH3:16], predict the reactants needed to synthesize it. The reactants are: [NH:1]1[CH2:6][CH2:5][CH2:4][CH:3]([C:7]([OH:9])=[O:8])[CH2:2]1.[OH-].[Na+].[C:12](O[C:12]([O:14][C:15]([CH3:18])([CH3:17])[CH3:16])=[O:13])([O:14][C:15]([CH3:18])([CH3:17])[CH3:16])=[O:13].